This data is from Forward reaction prediction with 1.9M reactions from USPTO patents (1976-2016). The task is: Predict the product of the given reaction. Given the reactants [Cl:1][C:2]1[CH:9]=[CH:8][C:5]([CH2:6]Br)=[CH:4][CH:3]=1.[Cl:10][C:11]1[CH:19]=[CH:18][C:14]([C:15](Cl)=[O:16])=[CH:13][CH:12]=1, predict the reaction product. The product is: [Cl:1][C:2]1[CH:9]=[CH:8][C:5]([CH2:6][C:15]([C:14]2[CH:18]=[CH:19][C:11]([Cl:10])=[CH:12][CH:13]=2)=[O:16])=[CH:4][CH:3]=1.